Predict which catalyst facilitates the given reaction. From a dataset of Catalyst prediction with 721,799 reactions and 888 catalyst types from USPTO. (1) Reactant: [CH3:1][N:2]1[CH2:7][CH2:6][NH:5][CH2:4][CH2:3]1.[NH2:8][C:9]1[N:14]=[C:13]([C:15]2[O:16][CH:17]=[CH:18][CH:19]=2)[C:12]([C:20]#[N:21])=[C:11](S(C)(=O)=O)[N:10]=1. The catalyst class is: 57. Product: [NH2:8][C:9]1[N:14]=[C:13]([C:15]2[O:16][CH:17]=[CH:18][CH:19]=2)[C:12]([C:20]#[N:21])=[C:11]([N:5]2[CH2:6][CH2:7][N:2]([CH3:1])[CH2:3][CH2:4]2)[N:10]=1. (2) Reactant: Cl[C:2]1[C:7]([CH3:8])=[CH:6][N:5]2[N:9]=[CH:10][C:11]([C:12]([O:14][C:15]([CH3:18])([CH3:17])[CH3:16])=[O:13])=[C:4]2[N:3]=1.[N-:19]=[N+:20]=[N-:21].[Na+].C(O)C. Product: [N:19]([C:2]1[C:7]([CH3:8])=[CH:6][N:5]2[N:9]=[CH:10][C:11]([C:12]([O:14][C:15]([CH3:18])([CH3:17])[CH3:16])=[O:13])=[C:4]2[N:3]=1)=[N+:20]=[N-:21]. The catalyst class is: 6. (3) Reactant: [CH2:1]=[C:2]1[CH2:5][CH:4]([CH:6]([N:10]2[CH:14]=[C:13]([C:15]3[C:16]4[CH:23]=[CH:22][N:21]([CH2:24][O:25][CH2:26][CH2:27][Si:28]([CH3:31])([CH3:30])[CH3:29])[C:17]=4[N:18]=[CH:19][N:20]=3)[CH:12]=[N:11]2)[CH2:7][C:8]#[N:9])[CH2:3]1.[H][H]. Product: [CH3:1][C@H:2]1[CH2:3][C@H:4]([CH:6]([N:10]2[CH:14]=[C:13]([C:15]3[C:16]4[CH:23]=[CH:22][N:21]([CH2:24][O:25][CH2:26][CH2:27][Si:28]([CH3:30])([CH3:29])[CH3:31])[C:17]=4[N:18]=[CH:19][N:20]=3)[CH:12]=[N:11]2)[CH2:7][C:8]#[N:9])[CH2:5]1. The catalyst class is: 19. (4) Reactant: [F:1][C:2]([F:36])([F:35])[C:3]1[CH:4]=[C:5]([CH:28]=[C:29]([C:31]([F:34])([F:33])[F:32])[CH:30]=1)[C:6]([N:8]1[CH2:13][CH2:12][N:11]([CH2:14][C:15]#[C:16][CH2:17]Cl)[CH2:10][C@H:9]1[CH2:19][C:20]1[CH:25]=[CH:24][C:23]([CH3:26])=[C:22]([CH3:27])[CH:21]=1)=[O:7].Cl.[CH2:38]([O:40][C:41]([C@@H:43]1[CH2:48][O:47][CH2:46][CH2:45][NH:44]1)=[O:42])[CH3:39].C(=O)([O-])[O-].[K+].[K+].[I-].[K+]. Product: [F:1][C:2]([F:36])([F:35])[C:3]1[CH:4]=[C:5]([CH:28]=[C:29]([C:31]([F:34])([F:33])[F:32])[CH:30]=1)[C:6]([N:8]1[CH2:13][CH2:12][N:11]([CH2:14][C:15]#[C:16][CH2:17][N:44]2[CH2:45][CH2:46][O:47][CH2:48][C@H:43]2[C:41]([O:40][CH2:38][CH3:39])=[O:42])[CH2:10][C@H:9]1[CH2:19][C:20]1[CH:25]=[CH:24][C:23]([CH3:26])=[C:22]([CH3:27])[CH:21]=1)=[O:7]. The catalyst class is: 9.